This data is from Full USPTO retrosynthesis dataset with 1.9M reactions from patents (1976-2016). The task is: Predict the reactants needed to synthesize the given product. (1) Given the product [C:1]([O:4][C@@H:5]1[C@H:9]([O:10][C:11](=[O:13])[CH3:12])[C@@H:8]([C:14]#[CH:15])[O:7][C@H:6]1[N:16]1[CH:24]=[N:23][C:22]2[C:17]1=[N:18][CH:19]=[N:20][C:21]=2[NH:38][C:37]1[CH:39]=[CH:40][C:41]([Cl:43])=[CH:42][C:36]=1[F:35])(=[O:3])[CH3:2], predict the reactants needed to synthesize it. The reactants are: [C:1]([O:4][C@@H:5]1[C@H:9]([O:10][C:11](=[O:13])[CH3:12])[C@@H:8]([C:14]#[CH:15])[O:7][C@H:6]1[N:16]1[CH:24]=[N:23][C:22]2[C:17]1=[N:18][CH:19]=[N:20][C:21]=2ON1C2C=CC=CC=2N=N1)(=[O:3])[CH3:2].[F:35][C:36]1[CH:42]=[C:41]([Cl:43])[CH:40]=[CH:39][C:37]=1[NH2:38]. (2) The reactants are: [NH2:1][C:2]1[C:3]2[N:4]([C:8]([C@@H:12]3[CH2:16][CH2:15][CH2:14][N:13]3[C:17]([O:19][CH2:20][C:21]3[CH:26]=[CH:25][CH:24]=[CH:23][CH:22]=3)=[O:18])=[N:9][C:10]=2Br)[CH:5]=[CH:6][N:7]=1.[N:27]1[CH:32]=[CH:31][CH:30]=[CH:29][C:28]=1[NH:33][C:34]([C:36]1[CH:41]=[CH:40][C:39](B(O)O)=[CH:38][CH:37]=1)=[O:35].C(=O)([O-])[O-].[K+].[K+].O. Given the product [NH2:1][C:2]1[C:3]2[N:4]([C:8]([C@@H:12]3[CH2:16][CH2:15][CH2:14][N:13]3[C:17]([O:19][CH2:20][C:21]3[CH:26]=[CH:25][CH:24]=[CH:23][CH:22]=3)=[O:18])=[N:9][C:10]=2[C:39]2[CH:38]=[CH:37][C:36]([C:34](=[O:35])[NH:33][C:28]3[CH:29]=[CH:30][CH:31]=[CH:32][N:27]=3)=[CH:41][CH:40]=2)[CH:5]=[CH:6][N:7]=1, predict the reactants needed to synthesize it. (3) Given the product [C:1]([NH:5][C:6]([C:8]1[C:16]2[C:11](=[N:12][CH:13]=[C:14]([C:17]3[C:25]4[C:20](=[CH:21][CH:22]=[C:23]([O:26][CH:27]([F:28])[F:29])[CH:24]=4)[N:19]([CH2:39][CH:40]4[CH2:43][N:42]([C:44]([O:46][C:47]([CH3:48])([CH3:50])[CH3:49])=[O:45])[CH2:41]4)[N:18]=3)[N:15]=2)[N:10]([CH2:30][O:31][CH2:32][CH2:33][Si:34]([CH3:37])([CH3:36])[CH3:35])[CH:9]=1)=[O:7])([CH3:4])([CH3:3])[CH3:2], predict the reactants needed to synthesize it. The reactants are: [C:1]([NH:5][C:6]([C:8]1[C:16]2[C:11](=[N:12][CH:13]=[C:14]([C:17]3[C:25]4[C:20](=[CH:21][CH:22]=[C:23]([O:26][CH:27]([F:29])[F:28])[CH:24]=4)[NH:19][N:18]=3)[N:15]=2)[N:10]([CH2:30][O:31][CH2:32][CH2:33][Si:34]([CH3:37])([CH3:36])[CH3:35])[CH:9]=1)=[O:7])([CH3:4])([CH3:3])[CH3:2].I[CH2:39][CH:40]1[CH2:43][N:42]([C:44]([O:46][C:47]([CH3:50])([CH3:49])[CH3:48])=[O:45])[CH2:41]1.C(=O)([O-])[O-].[Cs+].[Cs+]. (4) Given the product [Cl:20][C:8]1[C:7]([C:1]2[CH:6]=[CH:5][CH:4]=[CH:3][CH:2]=2)=[CH:16][C:15]2[C:10](=[CH:11][CH:12]=[CH:13][N:14]=2)[N:9]=1, predict the reactants needed to synthesize it. The reactants are: [C:1]1([C:7]2[C:8](O)=[N:9][C:10]3[C:15]([CH:16]=2)=[N:14][CH:13]=[CH:12][CH:11]=3)[CH:6]=[CH:5][CH:4]=[CH:3][CH:2]=1.O=P(Cl)(Cl)[Cl:20]. (5) Given the product [Cl:2][C:3]1[CH:8]=[CH:7][C:6]2[N:9]([C:10]3[CH:15]=[C:14]([Cl:16])[CH:13]=[CH:12][C:11]=3[O:17][CH3:18])[C:20](=[O:21])[NH:19][C:5]=2[CH:4]=1, predict the reactants needed to synthesize it. The reactants are: Cl.[Cl:2][C:3]1[CH:4]=[C:5]([NH2:19])[C:6]([NH:9][C:10]2[CH:15]=[C:14]([Cl:16])[CH:13]=[CH:12][C:11]=2[O:17][CH3:18])=[CH:7][CH:8]=1.[C:20](N1C=CN=C1)(N1C=CN=C1)=[O:21].O. (6) Given the product [CH3:6][N:8]([CH3:43])[C@H:9]1[CH2:14][CH2:13][C@H:12]([N:15]([CH2:40][CH2:41][CH3:42])[C:16]2[C:17]([CH3:39])=[C:18]([C:35]([O:37][CH3:38])=[O:36])[CH:19]=[C:20]([C:22]3[CH:23]=[CH:24][C:25]([CH2:28][N:29]4[CH2:30][CH2:31][O:32][CH2:33][CH2:34]4)=[CH:26][CH:27]=3)[CH:21]=2)[CH2:11][CH2:10]1, predict the reactants needed to synthesize it. The reactants are: C(O[C:6]([NH:8][C@H:9]1[CH2:14][CH2:13][C@H:12]([N:15]([CH2:40][CH2:41][CH3:42])[C:16]2[C:17]([CH3:39])=[C:18]([C:35]([O:37][CH3:38])=[O:36])[CH:19]=[C:20]([C:22]3[CH:27]=[CH:26][C:25]([CH2:28][N:29]4[CH2:34][CH2:33][O:32][CH2:31][CH2:30]4)=[CH:24][CH:23]=3)[CH:21]=2)[CH2:11][CH2:10]1)=O)(C)(C)C.[C:43](O)(C(F)(F)F)=O. (7) Given the product [CH2:3]([O:7][C:8]1[CH:9]=[C:10]([CH2:31][CH2:32][C:33]([OH:35])=[O:34])[CH:11]=[CH:12][C:13]=1[CH2:14][CH2:15][CH2:16][C:17]1[CH:22]=[CH:21][C:20]([O:23][S:24]([CH2:27][CH3:28])(=[O:25])=[O:26])=[C:19]([O:29][CH3:30])[CH:18]=1)[CH2:4][CH2:5][CH3:6], predict the reactants needed to synthesize it. The reactants are: [OH-].[Li+].[CH2:3]([O:7][C:8]1[CH:9]=[C:10]([CH2:31][CH2:32][C:33]([O:35]C)=[O:34])[CH:11]=[CH:12][C:13]=1[CH2:14][CH2:15][CH2:16][C:17]1[CH:22]=[CH:21][C:20]([O:23][S:24]([CH2:27][CH3:28])(=[O:26])=[O:25])=[C:19]([O:29][CH3:30])[CH:18]=1)[CH2:4][CH2:5][CH3:6].